From a dataset of Forward reaction prediction with 1.9M reactions from USPTO patents (1976-2016). Predict the product of the given reaction. (1) Given the reactants [C:1]1([C:7]2[O:8][C:9]([C:27]([F:30])([F:29])[F:28])=[C:10]([C:12]([NH:14][C:15]3[CH:16]=[N:17][C:18]([N:21]4[CH2:26][CH2:25][NH:24][CH2:23][CH2:22]4)=[CH:19][CH:20]=3)=[O:13])[N:11]=2)[CH:6]=[CH:5][CH:4]=[CH:3][CH:2]=1.Cl[C:32]([O:34][C:35]1[CH:40]=[CH:39][CH:38]=[CH:37][CH:36]=1)=[O:33], predict the reaction product. The product is: [C:1]1([C:7]2[O:8][C:9]([C:27]([F:28])([F:29])[F:30])=[C:10]([C:12]([NH:14][C:15]3[CH:20]=[CH:19][C:18]([N:21]4[CH2:26][CH2:25][N:24]([C:32]([O:34][C:35]5[CH:40]=[CH:39][CH:38]=[CH:37][CH:36]=5)=[O:33])[CH2:23][CH2:22]4)=[N:17][CH:16]=3)=[O:13])[N:11]=2)[CH:2]=[CH:3][CH:4]=[CH:5][CH:6]=1. (2) Given the reactants CO[C:3]1[C:6](=[O:7])[C:5](=[O:8])[C:4]=1[NH:9][C:10]1[CH:11]=[C:12]([NH:17][C:18]([C:20]2[S:21][CH:22]=[CH:23][C:24]=2[NH:25][CH2:26][C:27]2[C:36]3[C:31](=[CH:32][CH:33]=[CH:34][CH:35]=3)[N:30]=[CH:29][CH:28]=2)=[O:19])[CH:13]=[CH:14][C:15]=1[CH3:16].[CH3:37][O:38][CH2:39][CH2:40][NH2:41], predict the reaction product. The product is: [N:30]1[C:31]2[C:36](=[CH:35][CH:34]=[CH:33][CH:32]=2)[C:27]([CH2:26][NH:25][C:24]2[CH:23]=[CH:22][S:21][C:20]=2[C:18]([NH:17][C:12]2[CH:13]=[CH:14][C:15]([CH3:16])=[C:10]([NH:9][C:4]3[C:5](=[O:8])[C:6](=[O:7])[C:3]=3[NH:41][CH2:40][CH2:39][O:38][CH3:37])[CH:11]=2)=[O:19])=[CH:28][CH:29]=1. (3) Given the reactants [CH:1]1([C:4]2[CH:24]=[CH:23][C:7]([CH2:8][NH:9][CH2:10][CH2:11][C:12]3[CH:17]=[CH:16][C:15](F)=[C:14]([C:19]([F:22])([F:21])[F:20])[CH:13]=3)=[CH:6][CH:5]=2)[CH2:3][CH2:2]1.[CH:25]1(C2C=CC(C=O)=CC=2)CCC1.FC(F)(F)C1C=C(CCN)C=CC=1.[BH4-].[Na+], predict the reaction product. The product is: [CH:1]1([C:4]2[CH:5]=[CH:6][C:7]([CH2:8][NH:9][CH2:10][CH2:11][C:12]3[CH:17]=[CH:16][CH:15]=[C:14]([C:19]([F:20])([F:22])[F:21])[CH:13]=3)=[CH:23][CH:24]=2)[CH2:3][CH2:2][CH2:25]1. (4) Given the reactants [NH2:1][C:2]1[C:11]2[C:6](=[CH:7][CH:8]=[CH:9][C:10]=2[O:12][CH2:13][C@H:14]([NH2:16])[CH3:15])[N:5]=[C:4]([CH3:17])[C:3]=1[C:18]([O:20][CH2:21][CH3:22])=[O:19].[C:23](O)(=[O:30])[C:24]1[CH:29]=[CH:28][N:27]=[CH:26][CH:25]=1, predict the reaction product. The product is: [NH2:1][C:2]1[C:11]2[C:6](=[CH:7][CH:8]=[CH:9][C:10]=2[O:12][CH2:13][C@H:14]([NH:16][C:23](=[O:30])[C:24]2[CH:29]=[CH:28][N:27]=[CH:26][CH:25]=2)[CH3:15])[N:5]=[C:4]([CH3:17])[C:3]=1[C:18]([O:20][CH2:21][CH3:22])=[O:19]. (5) The product is: [Cl:1][C:2]1[C:3]([O:14][CH3:15])=[C:4]([N:8]2[CH2:9][CH2:10][N:11]([CH2:7][CH2:2][CH2:3][C:4]#[N:8])[CH2:12][CH2:13]2)[CH:5]=[CH:6][CH:7]=1. Given the reactants [Cl:1][C:2]1[C:3]([O:14][CH3:15])=[C:4]([N:8]2[CH2:13][CH2:12][NH:11][CH2:10][CH2:9]2)[CH:5]=[CH:6][CH:7]=1.C([O-])([O-])=O.[Na+].[Na+], predict the reaction product.